This data is from Reaction yield outcomes from USPTO patents with 853,638 reactions. The task is: Predict the reaction yield, written as a fraction of the theoretical maximum amount of product (1.0 means a 100% yield; for example, 0.34 means a 34% yield). (1) The reactants are [Si:1]([O:8][CH:9]1[CH2:14][CH:13]([CH3:15])[CH2:12][C:11]([C:16]2[CH:21]=[CH:20][N:19]=[CH:18][C:17]=2[N+:22]([O-])=O)=[CH:10]1)([C:4]([CH3:7])([CH3:6])[CH3:5])([CH3:3])[CH3:2]. The catalyst is CO.[Pd]. The product is [Si:1]([O:8][CH:9]1[CH2:14][CH:13]([CH3:15])[CH2:12][CH:11]([C:16]2[CH:21]=[CH:20][N:19]=[CH:18][C:17]=2[NH2:22])[CH2:10]1)([C:4]([CH3:7])([CH3:5])[CH3:6])([CH3:3])[CH3:2]. The yield is 0.900. (2) The reactants are CS[C:3]([N:6]1[N:10]=[CH:9][C:8]2([CH2:15][CH2:14][O:13][CH2:12][CH2:11]2)[CH2:7]1)=[N:4][CH3:5].[Cl:16][C:17]1[N:18]=[C:19]2[N:23]([C:24]=1[S:25]([NH2:28])(=[O:27])=[O:26])[CH:22]=[CH:21][S:20]2. The catalyst is C(#N)C. The product is [CH3:5][NH:4][C:3]([N:6]1[N:10]=[CH:9][C:8]2([CH2:11][CH2:12][O:13][CH2:14][CH2:15]2)[CH2:7]1)=[N:28][S:25]([C:24]1[N:23]2[C:19]([S:20][CH:21]=[CH:22]2)=[N:18][C:17]=1[Cl:16])(=[O:27])=[O:26]. The yield is 0.690. (3) The reactants are [C:1]([C:5]1[CH:6]=[C:7]2[C:11](=[C:12]([C:14]3[CH:19]=[CH:18][CH:17]=[CH:16][CH:15]=3)[CH:13]=1)[CH2:10][C:9]([CH3:20])=[CH:8]2)([CH3:4])([CH3:3])[CH3:2].[Li]CCCC.[C:26]([C:30]1[CH:38]=[C:37]2[C:33]([CH:34]=[C:35]([CH3:43])[CH:36]2[Si:39](Cl)([CH3:41])[CH3:40])=[C:32]([C:44]2[CH:49]=[CH:48][CH:47]=[CH:46][CH:45]=2)[C:31]=1[O:50][CH3:51])([CH3:29])([CH3:28])[CH3:27].O. The catalyst is CCOCC.C([Cu])#N. The product is [C:26]([C:30]1[CH:38]=[C:37]2[C:33]([CH:34]=[C:35]([CH3:43])[CH:36]2[Si:39]([CH:8]2[C:7]3[C:11](=[C:12]([C:14]4[CH:15]=[CH:16][CH:17]=[CH:18][CH:19]=4)[CH:13]=[C:5]([C:1]([CH3:4])([CH3:3])[CH3:2])[CH:6]=3)[CH:10]=[C:9]2[CH3:20])([CH3:41])[CH3:40])=[C:32]([C:44]2[CH:49]=[CH:48][CH:47]=[CH:46][CH:45]=2)[C:31]=1[O:50][CH3:51])([CH3:29])([CH3:28])[CH3:27]. The yield is 0.720. (4) The product is [CH3:9][O:10][CH:11]1[CH2:12][N:13]([C:18]([O:20][C:21]([CH3:24])([CH3:23])[CH3:22])=[O:19])[CH2:14][CH2:15][C:16]21[O:17][CH2:2]2. The reactants are [I-].[CH3:2][S+](C)(C)=O.[H-].[Na+].[CH3:9][O:10][CH:11]1[C:16](=[O:17])[CH2:15][CH2:14][N:13]([C:18]([O:20][C:21]([CH3:24])([CH3:23])[CH3:22])=[O:19])[CH2:12]1. The yield is 0.940. The catalyst is CS(C)=O. (5) The reactants are Cl.O1CCCCC1[O:8][CH2:9][C:10]1[CH:11]=[C:12]([C:16]2[NH:20][C:19](=[O:21])[O:18][N:17]=2)[CH:13]=[CH:14][CH:15]=1. The catalyst is O1CCCC1.[Cl-].[Na+].O. The product is [OH:8][CH2:9][C:10]1[CH:11]=[C:12]([C:16]2[NH:20][C:19](=[O:21])[O:18][N:17]=2)[CH:13]=[CH:14][CH:15]=1. The yield is 0.990. (6) The reactants are [CH2:1]([N:3]1[C:11]2[C:6](=[CH:7][CH:8]=[C:9]([O:12][CH3:13])[CH:10]=2)[C:5]([C:14]#[N:15])=[C:4]1[C:16]1[CH:21]=[CH:20][C:19]([OH:22])=[CH:18][CH:17]=1)[CH3:2].C([O-])([O-])=O.[K+].[K+].[CH3:29][O:30][CH2:31][CH2:32]Br. The catalyst is CN(C=O)C. The product is [CH2:1]([N:3]1[C:11]2[C:6](=[CH:7][CH:8]=[C:9]([O:12][CH3:13])[CH:10]=2)[C:5]([C:14]#[N:15])=[C:4]1[C:16]1[CH:17]=[CH:18][C:19]([O:22][CH2:32][CH2:31][O:30][CH3:29])=[CH:20][CH:21]=1)[CH3:2]. The yield is 0.900. (7) The reactants are [NH2:1][C:2]1[CH:3]=[C:4]([C:16]2[N:21]([CH2:22][C:23]([O:25][CH3:26])=[O:24])[C:20](=[O:27])[C:19]([NH:28][CH:29]([CH3:31])[CH3:30])=[N:18][CH:17]=2)[CH:5]=[C:6]([NH:8][C:9]([O:11][C:12]([CH3:15])([CH3:14])[CH3:13])=[O:10])[CH:7]=1.[C:32]1([CH2:38][CH:39]=O)[CH:37]=[CH:36][CH:35]=[CH:34][CH:33]=1.C(O)(=O)C.C(O[BH-](OC(=O)C)OC(=O)C)(=O)C.[Na+]. The catalyst is C1COCC1. The product is [C:12]([O:11][C:9]([NH:8][C:6]1[CH:5]=[C:4]([C:16]2[N:21]([CH2:22][C:23]([O:25][CH3:26])=[O:24])[C:20](=[O:27])[C:19]([NH:28][CH:29]([CH3:31])[CH3:30])=[N:18][CH:17]=2)[CH:3]=[C:2]([NH:1][CH2:39][CH2:38][C:32]2[CH:37]=[CH:36][CH:35]=[CH:34][CH:33]=2)[CH:7]=1)=[O:10])([CH3:13])([CH3:14])[CH3:15]. The yield is 0.920.